Dataset: NCI-60 drug combinations with 297,098 pairs across 59 cell lines. Task: Regression. Given two drug SMILES strings and cell line genomic features, predict the synergy score measuring deviation from expected non-interaction effect. (1) Drug 1: C1=CC=C(C=C1)NC(=O)CCCCCCC(=O)NO. Drug 2: C1CC(=O)NC(=O)C1N2C(=O)C3=CC=CC=C3C2=O. Cell line: NCI-H322M. Synergy scores: CSS=5.16, Synergy_ZIP=-1.22, Synergy_Bliss=0.938, Synergy_Loewe=-1.71, Synergy_HSA=-0.311. (2) Drug 1: C1=CC(=CC=C1CC(C(=O)O)N)N(CCCl)CCCl.Cl. Drug 2: C1C(C(OC1N2C=C(C(=O)NC2=O)F)CO)O. Cell line: OVCAR-5. Synergy scores: CSS=7.98, Synergy_ZIP=-9.35, Synergy_Bliss=-11.4, Synergy_Loewe=-15.3, Synergy_HSA=-12.4.